From a dataset of NCI-60 drug combinations with 297,098 pairs across 59 cell lines. Regression. Given two drug SMILES strings and cell line genomic features, predict the synergy score measuring deviation from expected non-interaction effect. (1) Drug 1: COC1=C(C=C2C(=C1)N=CN=C2NC3=CC(=C(C=C3)F)Cl)OCCCN4CCOCC4. Drug 2: C1=C(C(=O)NC(=O)N1)N(CCCl)CCCl. Cell line: MALME-3M. Synergy scores: CSS=22.2, Synergy_ZIP=-9.47, Synergy_Bliss=-10.3, Synergy_Loewe=-19.7, Synergy_HSA=-8.40. (2) Drug 1: CC12CCC(CC1=CCC3C2CCC4(C3CC=C4C5=CN=CC=C5)C)O. Drug 2: CCC1=CC2CC(C3=C(CN(C2)C1)C4=CC=CC=C4N3)(C5=C(C=C6C(=C5)C78CCN9C7C(C=CC9)(C(C(C8N6C)(C(=O)OC)O)OC(=O)C)CC)OC)C(=O)OC.C(C(C(=O)O)O)(C(=O)O)O. Cell line: LOX IMVI. Synergy scores: CSS=41.8, Synergy_ZIP=-11.0, Synergy_Bliss=-9.54, Synergy_Loewe=-9.04, Synergy_HSA=-5.09. (3) Drug 1: CC1C(C(CC(O1)OC2CC(CC3=C2C(=C4C(=C3O)C(=O)C5=C(C4=O)C(=CC=C5)OC)O)(C(=O)CO)O)N)O.Cl. Drug 2: CCCCC(=O)OCC(=O)C1(CC(C2=C(C1)C(=C3C(=C2O)C(=O)C4=C(C3=O)C=CC=C4OC)O)OC5CC(C(C(O5)C)O)NC(=O)C(F)(F)F)O. Cell line: HL-60(TB). Synergy scores: CSS=92.8, Synergy_ZIP=0.155, Synergy_Bliss=-1.55, Synergy_Loewe=-0.673, Synergy_HSA=3.05. (4) Drug 1: CCC1=C2CN3C(=CC4=C(C3=O)COC(=O)C4(CC)O)C2=NC5=C1C=C(C=C5)O. Drug 2: C1CN(P(=O)(OC1)NCCCl)CCCl. Cell line: BT-549. Synergy scores: CSS=22.6, Synergy_ZIP=-7.18, Synergy_Bliss=2.56, Synergy_Loewe=-21.0, Synergy_HSA=2.67. (5) Drug 1: CCCCCOC(=O)NC1=NC(=O)N(C=C1F)C2C(C(C(O2)C)O)O. Drug 2: CC1C(C(CC(O1)OC2CC(CC3=C2C(=C4C(=C3O)C(=O)C5=CC=CC=C5C4=O)O)(C(=O)C)O)N)O. Cell line: SF-295. Synergy scores: CSS=40.4, Synergy_ZIP=1.29, Synergy_Bliss=1.09, Synergy_Loewe=-44.5, Synergy_HSA=1.28. (6) Drug 1: CC1C(C(CC(O1)OC2CC(CC3=C2C(=C4C(=C3O)C(=O)C5=C(C4=O)C(=CC=C5)OC)O)(C(=O)C)O)N)O.Cl. Drug 2: CNC(=O)C1=NC=CC(=C1)OC2=CC=C(C=C2)NC(=O)NC3=CC(=C(C=C3)Cl)C(F)(F)F. Cell line: SK-MEL-5. Synergy scores: CSS=37.2, Synergy_ZIP=-1.80, Synergy_Bliss=4.31, Synergy_Loewe=-6.10, Synergy_HSA=2.61. (7) Drug 1: C1CC(=O)NC(=O)C1N2C(=O)C3=CC=CC=C3C2=O. Drug 2: CC1=C(C(=O)C2=C(C1=O)N3CC4C(C3(C2COC(=O)N)OC)N4)N. Cell line: BT-549. Synergy scores: CSS=19.1, Synergy_ZIP=-1.98, Synergy_Bliss=-2.10, Synergy_Loewe=-11.4, Synergy_HSA=0.649.